This data is from Full USPTO retrosynthesis dataset with 1.9M reactions from patents (1976-2016). The task is: Predict the reactants needed to synthesize the given product. (1) Given the product [Cl:1][C:2]1[CH:7]=[CH:6][C:5]([C@@:8]2([OH:16])[CH2:13][CH2:12][N:11]([C:29](=[O:30])[C@H:25]([NH:24][C:17](=[O:18])[O:19][C:20]([CH3:23])([CH3:22])[CH3:21])[CH:26]([CH3:28])[CH3:27])[CH2:10][C@@:9]2([OH:14])[CH3:15])=[CH:4][CH:3]=1, predict the reactants needed to synthesize it. The reactants are: [Cl:1][C:2]1[CH:7]=[CH:6][C:5]([C@@:8]2([OH:16])[CH2:13][CH2:12][NH:11][CH2:10][C@:9]2([CH3:15])[OH:14])=[CH:4][CH:3]=1.[C:17]([NH:24][C@@H:25]([C:29](O)=[O:30])[CH:26]([CH3:28])[CH3:27])([O:19][C:20]([CH3:23])([CH3:22])[CH3:21])=[O:18].C1C=CC2N(O)N=NC=2C=1.C(Cl)CCl.CCN(C(C)C)C(C)C. (2) Given the product [O:26]1[CH2:27][CH2:28][CH:24]([NH:23][C:3]([C:5]2[N:6]([CH3:22])[N:7]=[C:8]([O:10][CH2:11][C:12]3[C:13]([CH2:18][CH2:19][CH2:20][CH3:21])=[N:14][O:15][C:16]=3[CH3:17])[CH:9]=2)=[O:4])[CH2:25]1, predict the reactants needed to synthesize it. The reactants are: CO[C:3]([C:5]1[N:6]([CH3:22])[N:7]=[C:8]([O:10][CH2:11][C:12]2[C:13]([CH2:18][CH2:19][CH2:20][CH3:21])=[N:14][O:15][C:16]=2[CH3:17])[CH:9]=1)=[O:4].[NH2:23][CH:24]1[CH2:28][CH2:27][O:26][CH2:25]1. (3) Given the product [ClH:22].[NH2:8][C:9]1[CH:17]=[CH:16][C:15]([C:18]([F:19])([F:20])[F:21])=[CH:14][C:10]=1[C:11]([OH:13])=[O:12], predict the reactants needed to synthesize it. The reactants are: C(OC([NH:8][C:9]1[CH:17]=[CH:16][C:15]([C:18]([F:21])([F:20])[F:19])=[CH:14][C:10]=1[C:11]([OH:13])=[O:12])=O)(C)(C)C.[ClH:22]. (4) The reactants are: [C:1]1([N:7]2[CH:11]=[C:10]([CH2:12][OH:13])[N:9]=[N:8]2)[CH:6]=[CH:5][CH:4]=[CH:3][CH:2]=1. Given the product [C:1]1([N:7]2[CH:11]=[C:10]([CH:12]=[O:13])[N:9]=[N:8]2)[CH:2]=[CH:3][CH:4]=[CH:5][CH:6]=1, predict the reactants needed to synthesize it.